This data is from Full USPTO retrosynthesis dataset with 1.9M reactions from patents (1976-2016). The task is: Predict the reactants needed to synthesize the given product. (1) Given the product [F:28][C:29]1([F:35])[CH2:34][CH2:33][N:32]([CH2:12][C@@H:13]2[CH2:18][CH2:17][CH2:16][CH2:15][C@H:14]2[NH:19][C:20](=[O:21])[O:22][C:23]([CH3:24])([CH3:25])[CH3:26])[CH2:31][CH2:30]1, predict the reactants needed to synthesize it. The reactants are: CC1C=CC(S(O[CH2:12][C@@H:13]2[CH2:18][CH2:17][CH2:16][CH2:15][C@H:14]2[NH:19][C:20]([O:22][C:23]([CH3:26])([CH3:25])[CH3:24])=[O:21])(=O)=O)=CC=1.Cl.[F:28][C:29]1([F:35])[CH2:34][CH2:33][NH:32][CH2:31][CH2:30]1.CCN(C(C)C)C(C)C.C(Cl)Cl. (2) Given the product [CH3:15][C:13]([C:16]1[CH:23]=[C:20]([C:21]([OH:26])=[O:22])[C:19]([OH:24])=[CH:18][CH:17]=1)([CH3:12])[CH3:14], predict the reactants needed to synthesize it. The reactants are: S(=O)(=O)(O)N.P([O-])(O)(O)=O.[Na+].[CH3:12][C:13]([C:16]1[CH:17]=[CH:18][C:19]([OH:24])=[C:20]([CH:23]=1)[CH:21]=[O:22])([CH3:15])[CH3:14].Cl([O-])=[O:26].[Na+].S([O-])([O-])=O.[Na+].[Na+].Cl. (3) Given the product [C:1]([Si:5]([CH3:10])([CH3:11])[O:6][CH2:7]/[CH:8]=[CH:9]/[B:15]1[O:16][C:17]([CH3:19])([CH3:18])[C:13]([CH3:20])([CH3:12])[O:14]1)([CH3:3])([CH3:4])[CH3:2], predict the reactants needed to synthesize it. The reactants are: [C:1]([Si:5]([CH3:11])([CH3:10])[O:6][CH2:7][C:8]#[CH:9])([CH3:4])([CH3:3])[CH3:2].[CH3:12][C:13]1([CH3:20])[C:17]([CH3:19])([CH3:18])[O:16][BH:15][O:14]1. (4) Given the product [ClH:12].[Br:1][C:2]1[CH:3]=[C:4]([I:10])[C:5]2[NH:8][C:16]3[CH2:17][CH2:18][NH:13][CH2:14][C:15]=3[C:6]=2[CH:7]=1, predict the reactants needed to synthesize it. The reactants are: [Br:1][C:2]1[CH:7]=[CH:6][C:5]([NH:8]N)=[C:4]([I:10])[CH:3]=1.O.[ClH:12].[NH:13]1[CH2:18][CH2:17][C:16](=O)[CH2:15][CH2:14]1. (5) Given the product [Cl:4][C:5]1[C:6]([F:26])=[C:7]([NH:11][C:12]2[C:21]3[C:16](=[CH:17][C:18]([OH:24])=[C:19]([CH:22]=[O:23])[CH:20]=3)[N:15]=[CH:14][N:13]=2)[CH:8]=[CH:9][CH:10]=1, predict the reactants needed to synthesize it. The reactants are: [Br-].[Mg+2].[Br-].[Cl:4][C:5]1[C:6]([F:26])=[C:7]([NH:11][C:12]2[C:21]3[C:16](=[CH:17][C:18]([O:24]C)=[C:19]([CH:22]=[O:23])[CH:20]=3)[N:15]=[CH:14][N:13]=2)[CH:8]=[CH:9][CH:10]=1.